This data is from Forward reaction prediction with 1.9M reactions from USPTO patents (1976-2016). The task is: Predict the product of the given reaction. Given the reactants [Cl:1][C:2]1[C:11]2[C:6](=[CH:7][C:8]([O:13][CH3:14])=[C:9]([OH:12])[CH:10]=2)[N:5]=[CH:4][N:3]=1.[CH3:15][N:16]1[CH2:21][CH2:20][N:19]([CH2:22][CH2:23][CH2:24]O)[CH2:18][CH2:17]1, predict the reaction product. The product is: [Cl:1][C:2]1[C:11]2[C:6](=[CH:7][C:8]([O:13][CH3:14])=[C:9]([O:12][CH2:24][CH2:23][CH2:22][N:19]3[CH2:20][CH2:21][N:16]([CH3:15])[CH2:17][CH2:18]3)[CH:10]=2)[N:5]=[CH:4][N:3]=1.